Dataset: Catalyst prediction with 721,799 reactions and 888 catalyst types from USPTO. Task: Predict which catalyst facilitates the given reaction. The catalyst class is: 4. Product: [C:1]([CH:4]([CH2:9][CH2:10][CH2:11][CH2:12][CH3:13])[C:5]([NH:55][CH:56]([C:58]1[C:59](=[O:73])[NH:60][C:61]([CH2:64][C:65]2[CH:70]=[CH:69][C:68]([O:71][CH3:72])=[CH:67][CH:66]=2)=[N:62][N:63]=1)[CH3:57])=[O:7])(=[O:3])[CH3:2]. Reactant: [C:1]([CH:4]([CH2:9][CH2:10][CH2:11][CH2:12][CH3:13])[C:5]([O:7]C)=O)(=[O:3])[CH3:2].C(C(CCCCC)C(O)=O)(=O)C.ON1C2C=CC=CC=2N=N1.CN1CCOCC1.Cl.CN(C)CCCN=C=NCC.[NH2:55][CH:56]([C:58]1[C:59](=[O:73])[NH:60][C:61]([CH2:64][C:65]2[CH:70]=[CH:69][C:68]([O:71][CH3:72])=[CH:67][CH:66]=2)=[N:62][N:63]=1)[CH3:57].